This data is from Full USPTO retrosynthesis dataset with 1.9M reactions from patents (1976-2016). The task is: Predict the reactants needed to synthesize the given product. (1) Given the product [CH3:14][O:15][C:16]1[CH:21]=[CH:20][C:19]([NH:22][C:23](=[O:38])/[CH:24]=[CH:25]/[C:26]2[C:27]([O:36][CH3:37])=[CH:28][C:29]([O:34][CH3:35])=[CH:30][C:31]=2[O:32][CH3:33])=[CH:18][C:17]=1[NH:39][C:6](=[O:11])[C:7]([F:8])([F:9])[F:10], predict the reactants needed to synthesize it. The reactants are: [F:8][C:7]([F:10])([F:9])[C:6](O[C:6](=[O:11])[C:7]([F:10])([F:9])[F:8])=[O:11].[CH3:14][O:15][C:16]1[CH:21]=[CH:20][C:19]([NH:22][C:23](=[O:38])/[CH:24]=[CH:25]/[C:26]2[C:31]([O:32][CH3:33])=[CH:30][C:29]([O:34][CH3:35])=[CH:28][C:27]=2[O:36][CH3:37])=[CH:18][C:17]=1[NH2:39]. (2) Given the product [ClH:1].[Cl:1][C:2]1[C:3]([CH3:22])=[C:4]([CH:20]=[CH2:21])[C:5]([O:18][CH3:19])=[C:6]([CH:8]([NH2:10])[CH3:9])[CH:7]=1, predict the reactants needed to synthesize it. The reactants are: [Cl:1][C:2]1[C:3]([CH3:22])=[C:4]([CH:20]=[CH2:21])[C:5]([O:18][CH3:19])=[C:6]([CH:8]([NH:10]C(=O)OC(C)(C)C)[CH3:9])[CH:7]=1. (3) Given the product [F:1][C:2]1[CH:15]=[CH:14][CH:13]=[C:12]([F:16])[C:3]=1[C:4]([NH:6][C:7]1[CH:11]=[CH:10][N:9]([CH2:28][C:29]2[CH:34]=[C:33]([N+:35]([O-:37])=[O:36])[CH:32]=[CH:31][C:30]=2[CH3:38])[N:8]=1)=[O:5], predict the reactants needed to synthesize it. The reactants are: [F:1][C:2]1[CH:15]=[CH:14][CH:13]=[C:12]([F:16])[C:3]=1[C:4]([NH:6][C:7]1[CH:11]=[CH:10][NH:9][N:8]=1)=[O:5].C[Si]([N-][Si](C)(C)C)(C)C.[Li+].Br[CH2:28][C:29]1[CH:34]=[C:33]([N+:35]([O-:37])=[O:36])[CH:32]=[CH:31][C:30]=1[CH3:38].